From a dataset of Full USPTO retrosynthesis dataset with 1.9M reactions from patents (1976-2016). Predict the reactants needed to synthesize the given product. (1) Given the product [CH2:43]([N:46]([CH2:47][CH2:48][CH3:49])[C:3](=[O:13])[C:4]1[CH:5]=[C:6]([CH:10]=[CH:11][CH:12]=1)[C:7]([OH:9])=[O:8])[CH2:44][CH3:45], predict the reactants needed to synthesize it. The reactants are: CO[C:3](=[O:13])[C:4]1[CH:12]=[CH:11][CH:10]=[C:6]([C:7]([OH:9])=[O:8])[CH:5]=1.Cl.CN(C)CCCN=C=NCC.ON1C2C=CC=CC=2N=N1.C(N(CC)CC)C.[CH2:43]([NH:46][CH2:47][CH2:48][CH3:49])[CH2:44][CH3:45].[OH-].[Li+]. (2) Given the product [NH2:35][C:33]1[CH:34]=[CH:29][CH:30]=[CH:31][C:32]=1[NH:37][C:13](=[O:14])[C:12]1[CH:11]=[CH:10][C:9]([N:8]([CH2:18][C:19]2[CH:24]=[CH:23][CH:22]=[CH:21][CH:20]=2)[CH2:1][C:2]2[CH:3]=[CH:4][CH:5]=[CH:6][CH:7]=2)=[CH:17][CH:16]=1, predict the reactants needed to synthesize it. The reactants are: [CH2:1]([N:8]([CH2:18][C:19]1[CH:24]=[CH:23][CH:22]=[CH:21][CH:20]=1)[C:9]1[CH:17]=[CH:16][C:12]([C:13](O)=[O:14])=[CH:11][CH:10]=1)[C:2]1[CH:7]=[CH:6][CH:5]=[CH:4][CH:3]=1.C(Cl)CCl.[CH:29]1[CH:30]=[CH:31][C:32]2[N:37](O)N=[N:35][C:33]=2[CH:34]=1.C1(N)C=CC=CC=1N. (3) Given the product [CH3:18][C:14]1([CH3:19])[CH2:15][CH2:16][CH2:17][N:12]([CH2:11][CH2:10][CH2:9][O:8][C:5]2[CH:6]=[CH:7][C:2]([C:35]3([OH:44])[CH2:36][CH2:37][N:32]([C:25]([O:27][C:28]([CH3:31])([CH3:30])[CH3:29])=[O:26])[CH2:33][CH2:34]3)=[CH:3][CH:4]=2)[CH2:13]1, predict the reactants needed to synthesize it. The reactants are: I[C:2]1[CH:7]=[CH:6][C:5]([O:8][CH2:9][CH2:10][CH2:11][N:12]2[CH2:17][CH2:16][CH2:15][C:14]([CH3:19])([CH3:18])[CH2:13]2)=[CH:4][CH:3]=1.C([Mg]Cl)(C)C.[C:25]([N:32]1[CH2:37][CH2:36][CH2:35][CH2:34][C:33]1=O)([O:27][C:28]([CH3:31])([CH3:30])[CH3:29])=[O:26].[Cl-].[NH4+].C1C[O:44]CC1. (4) Given the product [C:43]([O:47][C:48]([N:50]1[CH2:59][CH2:58][C:57]2[C:52](=[CH:53][C:54]([CH2:60][CH2:61][N:39]3[C:38](=[O:42])[CH:37]=[C:36]([O:35][CH2:34][C:31]4[CH:30]=[CH:29][C:28]([Br:27])=[CH:33][N:32]=4)[CH:41]=[N:40]3)=[CH:55][CH:56]=2)[CH2:51]1)=[O:49])([CH3:46])([CH3:45])[CH3:44], predict the reactants needed to synthesize it. The reactants are: C(OC1C=CN(CC(C2C=CC(CO)=CC=2)=O)C(=O)C=1)C1C=CC=CC=1.[Br:27][C:28]1[CH:29]=[CH:30][C:31]([CH2:34][O:35][C:36]2[CH:41]=[N:40][NH:39][C:38](=[O:42])[CH:37]=2)=[N:32][CH:33]=1.[C:43]([O:47][C:48]([N:50]1[CH2:59][CH2:58][C:57]2[C:52](=[CH:53][C:54]([CH2:60][CH2:61]OS(C3C=CC(C)=CC=3)(=O)=O)=[CH:55][CH:56]=2)[CH2:51]1)=[O:49])([CH3:46])([CH3:45])[CH3:44]. (5) The reactants are: Cl[C:2]1[N:6]([CH3:7])[C:5]2[C:8]([CH:13]([CH2:16][CH3:17])[CH2:14][CH3:15])=[CH:9][CH:10]=[C:11]([Cl:12])[C:4]=2[N:3]=1.[Br:18][C:19]1[CH:24]=[C:23]([CH3:25])[C:22]([OH:26])=[C:21]([Cl:27])[CH:20]=1. Given the product [Br:18][C:19]1[CH:24]=[C:23]([CH3:25])[C:22]([O:26][C:2]2[N:6]([CH3:7])[C:5]3[C:8]([CH:13]([CH2:16][CH3:17])[CH2:14][CH3:15])=[CH:9][CH:10]=[C:11]([Cl:12])[C:4]=3[N:3]=2)=[C:21]([Cl:27])[CH:20]=1, predict the reactants needed to synthesize it. (6) Given the product [NH2:1][C:2]1[N:7]=[C:6]([N:8]2[CH2:29][CH2:28][C:11]3([CH2:15][N:14]([C:16]([O:18][C:19]([CH3:22])([CH3:21])[CH3:20])=[O:17])[C@H:13]([C:23]([O:25][CH2:26][CH3:27])=[O:24])[CH2:12]3)[CH2:10][CH2:9]2)[CH:5]=[C:4]([O:30][C@H:31]([C:36]2[CH:41]=[CH:40][C:39]([Cl:42])=[CH:38][C:37]=2[C:52]2[CH:51]=[CH:50][CH:49]=[C:48]([S:45]([CH3:44])(=[O:47])=[O:46])[CH:53]=2)[C:32]([F:35])([F:34])[F:33])[N:3]=1, predict the reactants needed to synthesize it. The reactants are: [NH2:1][C:2]1[N:7]=[C:6]([N:8]2[CH2:29][CH2:28][C:11]3([CH2:15][N:14]([C:16]([O:18][C:19]([CH3:22])([CH3:21])[CH3:20])=[O:17])[C@H:13]([C:23]([O:25][CH2:26][CH3:27])=[O:24])[CH2:12]3)[CH2:10][CH2:9]2)[CH:5]=[C:4]([O:30][C@H:31]([C:36]2[CH:41]=[CH:40][C:39]([Cl:42])=[CH:38][C:37]=2Br)[C:32]([F:35])([F:34])[F:33])[N:3]=1.[CH3:44][S:45]([C:48]1[CH:49]=[C:50](B(O)O)[CH:51]=[CH:52][CH:53]=1)(=[O:47])=[O:46].C([O-])([O-])=O.[Na+].[Na+].